From a dataset of Catalyst prediction with 721,799 reactions and 888 catalyst types from USPTO. Predict which catalyst facilitates the given reaction. (1) Reactant: [CH2:1]([Zn]CC)C.FC(F)(F)C(O)=O.ICI.[CH3:16][C:17]1([CH3:27])[C:21]([CH3:23])([CH3:22])[O:20][B:19](/[CH:24]=[CH:25]/[CH3:26])[O:18]1. Product: [CH3:23][C:21]1([CH3:22])[C:17]([CH3:27])([CH3:16])[O:18][B:19]([CH:24]2[CH2:26][CH:25]2[CH3:1])[O:20]1. The catalyst class is: 4. (2) Reactant: C1[O:20][C:19]2[C:3](=[C:4]3[C:16](=[CH:17][CH:18]=2)[CH:8]2[CH2:9][NH:10][CH2:11][C:12]4[CH:13]=[CH:14][CH:15]=[C:6]([C:7]=42)[CH2:5]3)[O:2]1.C([C@](C(O)=O)(O)[C@](C(=O)C1C=CC=CC=1)(O)C(O)=O)(=O)C1C=CC=CC=1.[OH-].[K+].C(O)(=O)[C@H]([C@@H](C(O)=O)O)O. Product: [OH:2][C:3]1[C:19]([OH:20])=[CH:18][CH:17]=[C:16]2[C:4]=1[CH2:5][C:6]1[C:7]3[C@@H:8]2[CH2:9][NH:10][CH2:11][C:12]=3[CH:13]=[CH:14][CH:15]=1. The catalyst class is: 357. (3) Reactant: [ClH:1].[F:2][C:3]1[CH:8]=[CH:7][C:6]([C:9]2([N:12]3[CH2:17][CH2:16][C:15](=[CH:18][C:19]([O:21]C(C)(C)C)=[O:20])[CH2:14][CH2:13]3)[CH2:11][CH2:10]2)=[CH:5][CH:4]=1. Product: [ClH:1].[F:2][C:3]1[CH:8]=[CH:7][C:6]([C:9]2([N:12]3[CH2:17][CH2:16][C:15](=[CH:18][C:19]([OH:21])=[O:20])[CH2:14][CH2:13]3)[CH2:11][CH2:10]2)=[CH:5][CH:4]=1. The catalyst class is: 258. (4) Reactant: [CH2:1]1[C@H:5]2[CH2:6][CH2:7][C@H:8]([NH:9][C:10](=[O:16])[O:11][C:12]([CH3:15])([CH3:14])[CH3:13])[C@H:4]2[CH2:3][NH:2]1.C1(P(C2C=CC=CC=2)C2C=CC3C(=CC=CC=3)C=2C2C3C(=CC=CC=3)C=CC=2P(C2C=CC=CC=2)C2C=CC=CC=2)C=CC=CC=1.P([O-])([O-])([O-])=O.[K+].[K+].[K+].Br[C:72]1[CH:77]=[CH:76][CH:75]=[C:74]([C:78]([F:81])([F:80])[F:79])[CH:73]=1. The catalyst class is: 11. Product: [F:79][C:78]([F:81])([F:80])[C:74]1[CH:73]=[C:72]([N:2]2[CH2:3][C@@H:4]3[C@@H:8]([NH:9][C:10](=[O:16])[O:11][C:12]([CH3:13])([CH3:15])[CH3:14])[CH2:7][CH2:6][C@@H:5]3[CH2:1]2)[CH:77]=[CH:76][CH:75]=1. (5) Reactant: [C:1]1([C:7]2[N:8]=[N:9][N:10]([CH2:12][S:13]([NH:16][CH2:17][C:18]3[CH:19]=[C:20]([CH:24]=[CH:25][C:26]([NH:28][O:29]C4CCCCO4)=[O:27])[CH:21]=[CH:22][CH:23]=3)(=[O:15])=[O:14])[CH:11]=2)[CH:6]=[CH:5][CH:4]=[CH:3][CH:2]=1.Cl.O1CCOCC1. Product: [OH:29][NH:28][C:26](=[O:27])[CH:25]=[CH:24][C:20]1[CH:21]=[CH:22][CH:23]=[C:18]([CH2:17][NH:16][S:13]([CH2:12][N:10]2[CH:11]=[C:7]([C:1]3[CH:2]=[CH:3][CH:4]=[CH:5][CH:6]=3)[N:8]=[N:9]2)(=[O:15])=[O:14])[CH:19]=1. The catalyst class is: 5. (6) Reactant: [CH3:1][O:2][C:3]1[C:11]2[O:10][C:9]([CH2:12][O:13][CH3:14])=[CH:8][C:7]=2[CH:6]=[CH:5][CH:4]=1.[Br:15]N1C(=O)CCC1=O. Product: [Br:15][C:6]1[C:7]2[CH:8]=[C:9]([CH2:12][O:13][CH3:14])[O:10][C:11]=2[C:3]([O:2][CH3:1])=[CH:4][CH:5]=1. The catalyst class is: 10. (7) Reactant: [NH2:1][CH2:2][C:3]1[CH:4]=[C:5]([CH:24]=[CH:25][C:26]=1[CH2:27][NH2:28])[C:6]([NH:8][C@H:9]([B:21]([OH:23])O)[CH2:10][C:11]1[C:12]([OH:20])=[C:13]([CH:17]=[CH:18][CH:19]=1)[C:14]([OH:16])=[O:15])=[O:7].Br[C:30]#[N:31]. Product: [NH2:31][C:30]1[NH:1][CH2:2][C:3]2[CH:4]=[C:5]([C:6]([NH:8][C@H:9]3[CH2:10][C:11]4[CH:19]=[CH:18][CH:17]=[C:13]([C:14]([OH:16])=[O:15])[C:12]=4[O:20][B:21]3[OH:23])=[O:7])[CH:24]=[CH:25][C:26]=2[CH2:27][N:28]=1. The catalyst class is: 3. (8) Reactant: Cl[C:2]1[N:3]=[CH:4][C:5]2[N:10]=[C:9]([C:11]3[CH:31]=[C:30]([CH3:32])[C:14]([O:15][CH:16]4[CH2:19][CH:18]([C:20]([O:22][CH2:23][C:24]5[CH:29]=[CH:28][CH:27]=[CH:26][CH:25]=5)=[O:21])[CH2:17]4)=[C:13]([CH3:33])[CH:12]=3)[O:8][C:6]=2[N:7]=1.[CH3:34][S:35]([O-:37])=[O:36].[Na+]. Product: [CH3:34][S:35]([C:2]1[N:3]=[CH:4][C:5]2[N:10]=[C:9]([C:11]3[CH:31]=[C:30]([CH3:32])[C:14]([O:15][CH:16]4[CH2:19][CH:18]([C:20]([O:22][CH2:23][C:24]5[CH:29]=[CH:28][CH:27]=[CH:26][CH:25]=5)=[O:21])[CH2:17]4)=[C:13]([CH3:33])[CH:12]=3)[O:8][C:6]=2[N:7]=1)(=[O:37])=[O:36]. The catalyst class is: 9.